From a dataset of Catalyst prediction with 721,799 reactions and 888 catalyst types from USPTO. Predict which catalyst facilitates the given reaction. (1) Reactant: [NH2:1][C:2]1[CH:3]=[C:4]([CH:21]=[CH:22][C:23]=1[Br:24])[O:5][C:6]1[CH:7]=[CH:8][C:9]2[N:10]([CH:12]=[C:13]([NH:15][C:16]([CH:18]3[CH2:20][CH2:19]3)=[O:17])[N:14]=2)[N:11]=1.[F:25][C:26]([F:37])([F:36])[C:27]1[CH:28]=[C:29]([CH:33]=[CH:34][CH:35]=1)[C:30](Cl)=[O:31].C(N(CC)CC)C. Product: [Br:24][C:23]1[CH:22]=[CH:21][C:4]([O:5][C:6]2[CH:7]=[CH:8][C:9]3[N:10]([CH:12]=[C:13]([NH:15][C:16]([CH:18]4[CH2:20][CH2:19]4)=[O:17])[N:14]=3)[N:11]=2)=[CH:3][C:2]=1[NH:1][C:30](=[O:31])[C:29]1[CH:33]=[CH:34][CH:35]=[C:27]([C:26]([F:25])([F:36])[F:37])[CH:28]=1. The catalyst class is: 7. (2) Reactant: C(OC([N:6]1[CH2:27][CH2:26][C:10]2[C:11]3[CH:12]([C:20]4[CH:25]=[CH:24][CH:23]=[CH:22][CH:21]=4)[C:13]([F:19])([F:18])[CH2:14][C:15]=3[CH:16]=[CH:17][C:9]=2[CH2:8][CH2:7]1)=O)C.Br. Product: [F:19][C:13]1([F:18])[CH:12]([C:20]2[CH:25]=[CH:24][CH:23]=[CH:22][CH:21]=2)[C:11]2[C:10]3[CH2:26][CH2:27][NH:6][CH2:7][CH2:8][C:9]=3[CH:17]=[CH:16][C:15]=2[CH2:14]1. The catalyst class is: 15. (3) Reactant: [Br:1][C:2]1[CH:22]=[CH:21][C:5]2[N:6]=[C:7]([NH:9][C:10]([NH:12][CH2:13][CH2:14][CH2:15][C:16]([O:18]CC)=O)=[O:11])[S:8][C:4]=2[CH:3]=1.[CH3:23][N:24]1[CH2:29][CH2:28][NH:27][CH2:26][CH2:25]1. Product: [Br:1][C:2]1[CH:22]=[CH:21][C:5]2[N:6]=[C:7]([NH:9][C:10]([NH:12][CH2:13][CH2:14][CH2:15][C:16]([N:27]3[CH2:28][CH2:29][N:24]([CH3:23])[CH2:25][CH2:26]3)=[O:18])=[O:11])[S:8][C:4]=2[CH:3]=1. The catalyst class is: 1. (4) Reactant: [CH:1]([C:3]1[S:7][C:6]([NH:8][CH2:9][CH2:10][CH2:11][NH:12][C:13](=[O:24])[C@@H:14]([NH:16]C(=O)OC(C)(C)C)[CH3:15])=[N:5][CH:4]=1)=[O:2].Cl.C(OCC)C. Product: [NH2:16][C@@H:14]([CH3:15])[C:13]([NH:12][CH2:11][CH2:10][CH2:9][NH:8][C:6]1[S:7][C:3]([CH:1]=[O:2])=[CH:4][N:5]=1)=[O:24]. The catalyst class is: 2. (5) Reactant: S(Cl)([Cl:4])(=O)=O.[C:6]([O:14][C@H:15]1[C@H:20](O)[C@@H:19]([CH2:22][O:23][CH2:24][C:25]2[CH:30]=[CH:29][CH:28]=[CH:27][CH:26]=2)[O:18][CH2:17][CH2:16]1)(=[O:13])[C:7]1[CH:12]=[CH:11][CH:10]=[CH:9][CH:8]=1.O. Product: [C:6]([O:14][C@@H:15]1[CH2:16][CH2:17][O:18][C@H:19]([CH2:22][O:23][CH2:24][C:25]2[CH:30]=[CH:29][CH:28]=[CH:27][CH:26]=2)[C@@H:20]1[Cl:4])(=[O:13])[C:7]1[CH:12]=[CH:11][CH:10]=[CH:9][CH:8]=1. The catalyst class is: 17. (6) Reactant: [CH3:1][C:2]1[CH:10]=[CH:9][C:8]2[N:7]([CH2:11][CH:12]([C:14]3[CH:19]=[CH:18][N:17]=[CH:16][CH:15]=3)[OH:13])[C:6]3[CH2:20][CH2:21][NH:22][CH2:23][C:5]=3[C:4]=2[CH:3]=1.C(=O)([O-])[O-].[K+].[K+].[CH2:30]([O:32][C:33](=[O:36])[CH2:34]Br)[CH3:31]. Product: [CH2:30]([O:32][C:33](=[O:36])[CH2:34][N:22]1[CH2:21][CH2:20][C:6]2[N:7]([CH2:11][CH:12]([OH:13])[C:14]3[CH:19]=[CH:18][N:17]=[CH:16][CH:15]=3)[C:8]3[CH:9]=[CH:10][C:2]([CH3:1])=[CH:3][C:4]=3[C:5]=2[CH2:23]1)[CH3:31]. The catalyst class is: 47. (7) Reactant: Cl.[CH:2]([C:5]1[N:10]=[CH:9][C:8]([NH2:11])=[C:7]([NH2:12])[CH:6]=1)([CH3:4])[CH3:3].C[Al](C)C.C1(C)C=CC=CC=1.C[O:25][C:26](=O)[CH2:27][N:28]1[CH:32]=[CH:31][N:30]=[C:29]1[C:33]1[S:34][CH:35]=[CH:36][N:37]=1. Product: [NH2:12][C:7]1[CH:6]=[C:5]([CH:2]([CH3:4])[CH3:3])[N:10]=[CH:9][C:8]=1[NH:11][C:26](=[O:25])[CH2:27][N:28]1[CH:32]=[CH:31][N:30]=[C:29]1[C:33]1[S:34][CH:35]=[CH:36][N:37]=1. The catalyst class is: 26.